From a dataset of Full USPTO retrosynthesis dataset with 1.9M reactions from patents (1976-2016). Predict the reactants needed to synthesize the given product. (1) Given the product [Br:24][C:25]1[C:26]([O:1][C:2]2[CH:3]=[CH:4][C:5]3[N:9]=[C:8]([CH2:10][O:11][C:12]4[CH:13]=[C:14]([CH:19]=[CH:20][CH:21]=4)[C:15]([O:17][CH3:18])=[O:16])[N:7]([CH3:22])[C:6]=3[CH:23]=2)=[N:27][CH:28]=[C:29]([F:31])[CH:30]=1, predict the reactants needed to synthesize it. The reactants are: [OH:1][C:2]1[CH:3]=[CH:4][C:5]2[N:9]=[C:8]([CH2:10][O:11][C:12]3[CH:13]=[C:14]([CH:19]=[CH:20][CH:21]=3)[C:15]([O:17][CH3:18])=[O:16])[N:7]([CH3:22])[C:6]=2[CH:23]=1.[Br:24][C:25]1[C:26](F)=[N:27][CH:28]=[C:29]([F:31])[CH:30]=1.N1C2C(=CC=C3C=2N=CC=C3)C=CC=1.C(=O)([O-])[O-].[Cs+].[Cs+]. (2) Given the product [C:13]([C:9]1[C:8]2[N:4]([CH2:3][C:2]([OH:27])=[O:1])[CH:5]=[N:6][C:7]=2[CH:12]=[CH:11][CH:10]=1)#[N:14], predict the reactants needed to synthesize it. The reactants are: [OH:1][CH2:2][CH2:3][N:4]1[C:8]2[C:9]([C:13]#[N:14])=[CH:10][CH:11]=[CH:12][C:7]=2[N:6]=[CH:5]1.BrC1C2N(CC(O)=[O:27])C=NC=2C=CC=1. (3) The reactants are: [F:1][C:2]1[C:7]([CH3:8])=[CH:6][CH:5]=[C:4]([C:9]2[CH:14]=[CH:13][CH:12]=[CH:11][CH:10]=2)[C:3]=1[C:15]([O:17]C)=[O:16].[OH-].[Na+]. Given the product [F:1][C:2]1[C:7]([CH3:8])=[CH:6][CH:5]=[C:4]([C:9]2[CH:14]=[CH:13][CH:12]=[CH:11][CH:10]=2)[C:3]=1[C:15]([OH:17])=[O:16], predict the reactants needed to synthesize it. (4) Given the product [CH2:26]([N:28]1[CH2:29][CH2:30][N:31]([C:34]2[CH:40]=[CH:39][C:37]([NH:38][C:2]3[C:11]4=[N:12][NH:13][CH:14]=[C:10]4[C:9]4[CH:8]=[CH:7][CH:6]=[C:5]([O:24][CH3:25])[C:4]=4[N:3]=3)=[CH:36][CH:35]=2)[CH2:32][CH2:33]1)[CH3:27], predict the reactants needed to synthesize it. The reactants are: Cl[C:2]1[C:11]2=[N:12][N:13](CC3C=CC(OC)=CC=3)[CH:14]=[C:10]2[C:9]2[CH:8]=[CH:7][CH:6]=[C:5]([O:24][CH3:25])[C:4]=2[N:3]=1.[CH2:26]([N:28]1[CH2:33][CH2:32][N:31]([C:34]2[CH:40]=[CH:39][C:37]([NH2:38])=[CH:36][CH:35]=2)[CH2:30][CH2:29]1)[CH3:27].Cl. (5) The reactants are: C([BH3-])#N.[Na+].[C:5]([C:7]1[CH:14]=[CH:13][C:10]([CH:11]=O)=[CH:9][CH:8]=1)#[N:6].[CH:15]([NH2:18])([CH3:17])[CH3:16].C(O)(=O)C. Given the product [CH:15]([NH:18][CH2:11][C:10]1[CH:13]=[CH:14][C:7]([C:5]#[N:6])=[CH:8][CH:9]=1)([CH3:17])[CH3:16], predict the reactants needed to synthesize it. (6) Given the product [C:26]([O:30][C:31]([N:33]1[C:37]2=[N:38][C:39]([F:42])=[CH:40][CH:41]=[C:36]2[C:35]([CH2:43][O:17][C:15]2[CH:14]=[C:13]([F:18])[C:12]([Cl:19])=[C:11]([O:10][C:8]3[CH:7]=[C:4]([C:5]#[N:6])[CH:3]=[C:2]([Cl:1])[CH:9]=3)[CH:16]=2)=[N:34]1)=[O:32])([CH3:29])([CH3:28])[CH3:27], predict the reactants needed to synthesize it. The reactants are: [Cl:1][C:2]1[CH:3]=[C:4]([CH:7]=[C:8]([O:10][C:11]2[CH:16]=[C:15]([OH:17])[CH:14]=[C:13]([F:18])[C:12]=2[Cl:19])[CH:9]=1)[C:5]#[N:6].C([O-])([O-])=O.[Cs+].[Cs+].[C:26]([O:30][C:31]([N:33]1[C:37]2=[N:38][C:39]([F:42])=[CH:40][CH:41]=[C:36]2[C:35]([CH2:43]Br)=[N:34]1)=[O:32])([CH3:29])([CH3:28])[CH3:27]. (7) Given the product [Br:1][C:2]1[CH:7]=[CH:6][C:5]([C:8]#[C:9][C:24]([C:23]2[CH:22]=[C:21]([Cl:20])[CH:32]=[C:31]([Cl:33])[CH:30]=2)=[O:25])=[CH:4][CH:3]=1, predict the reactants needed to synthesize it. The reactants are: [Br:1][C:2]1[CH:7]=[CH:6][C:5]([C:8]#[CH:9])=[CH:4][CH:3]=1.[Li+].C[Si]([N-][Si](C)(C)C)(C)C.[Cl:20][C:21]1[CH:22]=[C:23]([CH:30]=[C:31]([Cl:33])[CH:32]=1)[C:24](N(OC)C)=[O:25].